Dataset: Full USPTO retrosynthesis dataset with 1.9M reactions from patents (1976-2016). Task: Predict the reactants needed to synthesize the given product. (1) Given the product [OH:6][C:7]1[CH:15]=[CH:14][C:13]([N+:16]([O-:18])=[O:17])=[CH:12][C:8]=1[C:9]([O:11][CH3:19])=[O:10], predict the reactants needed to synthesize it. The reactants are: OS(O)(=O)=O.[OH:6][C:7]1[CH:15]=[CH:14][C:13]([N+:16]([O-:18])=[O:17])=[CH:12][C:8]=1[C:9]([OH:11])=[O:10].[CH3:19]O. (2) Given the product [ClH:48].[N:15]1[C:16]2[C:11](=[CH:10][CH:9]=[CH:8][C:7]=2[N:1]2[CH2:6][CH2:5][N:4]([CH2:28][C:25]3[CH:26]=[CH:27][C:21]4[O:20][CH2:19][C:18](=[O:17])[NH:23][C:22]=4[CH:24]=3)[CH2:3][CH2:2]2)[CH:12]=[CH:13][CH:14]=1, predict the reactants needed to synthesize it. The reactants are: [N:1]1([C:7]2[CH:8]=[CH:9][CH:10]=[C:11]3[C:16]=2[N:15]=[CH:14][CH:13]=[CH:12]3)[CH2:6][CH2:5][NH:4][CH2:3][CH2:2]1.[O:17]=[C:18]1[NH:23][C:22]2[CH:24]=[C:25]([CH:28]=O)[CH:26]=[CH:27][C:21]=2[O:20][CH2:19]1.C(O)(=O)C.C(O[BH-](OC(=O)C)OC(=O)C)(=O)C.[Na+].[Cl:48]C(Cl)C.